Dataset: Full USPTO retrosynthesis dataset with 1.9M reactions from patents (1976-2016). Task: Predict the reactants needed to synthesize the given product. (1) Given the product [N:26]([CH2:18][C:19]([NH:5][C@H:4]1[C@@H:6]([OH:7])[C@H:8]([OH:9])[C@@H:10]([CH2:12][OH:13])[O:11][CH:3]1[OH:2])=[O:21])=[N+:27]=[N-:28], predict the reactants needed to synthesize it. The reactants are: Cl.[OH:2][CH:3]1[O:11][C@H:10]([CH2:12][OH:13])[C@@H:8]([OH:9])[C@H:6]([OH:7])[C@@H:4]1[NH2:5].C[O-].[Na+].Cl[CH2:18][C:19]([O:21]C(=O)CCl)=O.[N-:26]=[N+:27]=[N-:28].[Na+]. (2) Given the product [Cl:1][C:2]1[CH:7]=[CH:6][C:5]([CH:8]([C:27]2[CH:28]=[CH:29][C:30]([Cl:33])=[CH:31][CH:32]=2)[C:9]2[CH:10]=[C:11]3[C:16](=[CH:17][CH:18]=2)[N:15]=[CH:14][N:13]=[C:12]3[NH:19][CH:20]2[CH2:25][CH2:24][N:23]([C:35]3[CH:40]=[CH:39][CH:38]=[CH:37][CH:36]=3)[C:22](=[O:26])[CH2:21]2)=[CH:4][CH:3]=1, predict the reactants needed to synthesize it. The reactants are: [Cl:1][C:2]1[CH:7]=[CH:6][C:5]([CH:8]([C:27]2[CH:32]=[CH:31][C:30]([Cl:33])=[CH:29][CH:28]=2)[C:9]2[CH:10]=[C:11]3[C:16](=[CH:17][CH:18]=2)[N:15]=[CH:14][N:13]=[C:12]3[NH:19][CH:20]2[CH2:25][CH2:24][NH:23][C:22](=[O:26])[CH2:21]2)=[CH:4][CH:3]=1.Br[C:35]1[CH:40]=[CH:39][CH:38]=[CH:37][CH:36]=1.CC1(C)C2C(=C(P(C3C=CC=CC=3)C3C=CC=CC=3)C=CC=2)OC2C(P(C3C=CC=CC=3)C3C=CC=CC=3)=CC=CC1=2.C([O-])([O-])=O.[Cs+].[Cs+]. (3) Given the product [Cl:7][C:8]1[N:13]=[C:12]2[N:14]([CH2:19][C:20]3[C:29]4[C:24](=[CH:25][CH:26]=[CH:27][CH:28]=4)[CH:23]=[CH:22][CH:21]=3)[CH:15]=[N:16][C:11]2=[C:10]([Cl:17])[CH:9]=1, predict the reactants needed to synthesize it. The reactants are: C(=O)([O-])[O-].[K+].[K+].[Cl:7][C:8]1[N:13]=[C:12]2[N:14]=[CH:15][NH:16][C:11]2=[C:10]([Cl:17])[CH:9]=1.Br[CH2:19][C:20]1[C:29]2[C:24](=[CH:25][CH:26]=[CH:27][CH:28]=2)[CH:23]=[CH:22][CH:21]=1. (4) Given the product [CH3:41][C:10]1([NH:12][C:13]2[C:26]([C:27]([F:28])([F:29])[F:30])=[CH:25][C:24]3[O:23][CH2:22][C:21]4=[N:20][NH:19][C:18](=[O:39])[C@@H:17]([CH3:40])[N:16]4[C:15]=3[CH:14]=2)[CH2:9][N:8]([C:6]([O:5][C:1]([CH3:2])([CH3:3])[CH3:4])=[O:7])[CH2:11]1, predict the reactants needed to synthesize it. The reactants are: [C:1]([O:5][C:6]([N:8]1[CH2:11][C:10]([CH3:41])([NH:12][C:13]2[CH:14]=[C:15]3[C:24](=[CH:25][C:26]=2[C:27]([F:30])([F:29])[F:28])[O:23][CH2:22][C:21]2[N:16]3[CH:17]([CH3:40])[C:18](=[O:39])[N:19](COCC[Si](C)(C)C)[N:20]=2)[CH2:9]1)=[O:7])([CH3:4])([CH3:3])[CH3:2].CCCC[N+](CCCC)(CCCC)CCCC.[F-]. (5) Given the product [CH2:1]([N:8]1[CH2:13][CH2:12][NH:11][C@H:10]([CH2:21][C:22]2[O:23][C:24]([C:27]3[CH:32]=[CH:31][CH:30]=[CH:29][CH:28]=3)=[N:25][N:26]=2)[CH2:9]1)[C:2]1[CH:3]=[CH:4][CH:5]=[CH:6][CH:7]=1, predict the reactants needed to synthesize it. The reactants are: [CH2:1]([N:8]1[CH2:13][CH2:12][N:11](C(OC(C)(C)C)=O)[C@H:10]([CH2:21][C:22]2[O:23][C:24]([C:27]3[CH:32]=[CH:31][CH:30]=[CH:29][CH:28]=3)=[N:25][N:26]=2)[CH2:9]1)[C:2]1[CH:7]=[CH:6][CH:5]=[CH:4][CH:3]=1.C(O)(C(F)(F)F)=O.C(=O)([O-])O.[Na+].C(=O)([O-])[O-].[K+].[K+].[Cl-].[Na+].